This data is from Peptide-MHC class II binding affinity with 134,281 pairs from IEDB. The task is: Regression. Given a peptide amino acid sequence and an MHC pseudo amino acid sequence, predict their binding affinity value. This is MHC class II binding data. (1) The MHC is HLA-DQA10101-DQB10501 with pseudo-sequence HLA-DQA10101-DQB10501. The binding affinity (normalized) is 0.267. The peptide sequence is CRKELAAVSVDCSEY. (2) The peptide sequence is KEISNMLNIMNRRKR. The MHC is DRB1_1302 with pseudo-sequence DRB1_1302. The binding affinity (normalized) is 0.588. (3) The peptide sequence is IVQTLNAMPEYQNLL. The MHC is HLA-DQA10102-DQB10602 with pseudo-sequence HLA-DQA10102-DQB10602. The binding affinity (normalized) is 0.333.